From a dataset of B-cell epitopes from IEDB database with 3,159 antigens for binding position prediction. Token-level Classification. Given an antigen amino acid sequence, predict which amino acid positions are active epitope sites capable of antibody binding. Output is a list of indices for active positions. (1) The epitope positions are: [275, 276, 277, 278, 279, 280, 281]. The amino acids at these positions are: HPGGSQP. Given the antigen sequence: MSWTWVVEGPAVDEDATGAGARIVELDALGKQLQRGAEVIGRHVNDVGIQRITDDRYAQRGHLQAQLMGASGAWPQPVQTVRGQQLHLRQRVGRPGFADRLHPAPVLDDAAGQHPREHQRRVDGGPGQIGLVHQPAGEQRLIGAAHLAPRGEQQHPGGQPVQPVRGAQLGQAELPAQPHQRGLGDVPSARHGGQKVRLVDDDDVVVAVQHREVEGHHHLVGQLAIEVHTGPGRQHGGLVDHRPVGGNHFGGKDFGAGRGAEPGGELGQHRTAAQPHPGGSQPVANRQRRRSQLSGTGSRISARASGALARSSSADTSSGWACDRISACTRAV, which amino acid positions are active epitope sites? (2) Given the antigen sequence: MLSNNLNPMVFENAKEVFLISEDLKTPINITNSNSNLSDGLYVIDKGDGWILGEPSVVSSQILNPNETGTFSQSLTKSKEVSINVNFSVGFTSEFIQASVEYGFGITIGEQNTIERSVSTTAGPNEYVYYKVYATYRKYQAIRISHGNISDDGSIYKLTGIWLSKTSADSLGNIDQGSLIETGERCVLTVPSTDIEKEILDLAAATERLNLTDALNSNPAGNLYDWRSSNSYPWTQKLNLHLTITATGQKYRILASKIVDFNIYSNNFNNLVKLEQSLGDGVKDHYVDISLDAGQYVLVMKANSSYSGNYPYSILFQKF, which amino acid positions are active epitope sites? The epitope positions are: [300, 301, 302, 303, 304, 305, 306, 307, 308, 309, 310, 311, 312, 313, 314, 315, 316, 317, 318]. The amino acids at these positions are: KANSSYSGNYPYSILFQKF. (3) Given the antigen sequence: MESLVLGVNEKTHVQLSLPVLQVRDVLVRGFGDSVEEALSEAREHLKNGTCGLVELEKGVLPQLEQPYVFIKRSDALSTNHGHKVVELVAEMDGIQYGRSGITLGVLVPHVGETPIAYRNVLLRKNGNKGAGGHSYGIDLKSYDLGDELGTDPIEDYEQNWNTKHGSGALRELTRELNGGAVTRYVDNNFCGPDGYPLDCIKDFLARAGKSMCTLSEQLDYIESKRGVYCCRDHEHEIAWFTERSDKSYEHQTPFEIKSAKKFDTFKGECPKFVFPLNSKVKVIQPRVEKKKTEGFMGRIRSVYPVASPQECNNMHLSTLMKCNHCDEVSWQTCDFLKATCEHCGTENLVIEGPTTCGYLPTNAVVKMPCPACQDPEIGPEHSVADYHNHSNIETRLRKGGRTRCFGGCVFAYVGCYNKRAYWVPRASADIGSGHTGITGDNVETLNEDLLEILSRERVNINIVGDFHLNEEVAIILASFSASTSAFIDTIKSLDYKSFK..., which amino acid positions are active epitope sites? The epitope positions are: [235, 236, 237, 238, 239, 240, 241, 242, 243, 244, 245, 246, 247, 248, 249, 250, 251, 252]. The amino acids at these positions are: HEIAWFTERSDKSYEHQT. (4) Given the antigen sequence: MEKIPLMTILLVVTTSNADKICIGHQSTNSTETVDTLTETNVPVTHAKELLHTEHNGMLCATNLGRPLILDTCTIEGLIYGNPSCDLLLGGREWSYIVERPSAVNGTCYPGNVENLEELRTLFSSSSSYQRIQIFPDTIWNVTYTGTSKSCSDSFYRNMRWLTQKNGLYPIQDAQYTNNRGKDILFVWGIHHPPTDTAQTNLYTRTDTTTSVTTENLDRTFKPLIGPRPLVNGLIGRINYYWSVLKPGQTLRVRSNGNLIAPWFGHVLSGESHGRILKTDLNSGNCVVQCQTEKGGLNSTLPFHNISKYAFGTCPKYIGVKSLKLAIGLRNVPAKSSRGLFGAIAGFIEGGWPGLVAGWYGFQHSNDQGVGMAADRDSTQKAVDKITSKVNTIVDKMNKQYEIIDHEFSEVETRLNMINNKIDDQIQDVWAYNAELLVLLENQKTLDEHDANVNNLYNKVKRALGSNAIEDGKGCFELYHKCDDQCMETIRNGTYNRRKY..., which amino acid positions are active epitope sites? The epitope positions are: [223, 224, 225, 226, 227, 228, 229, 230, 231, 232]. The amino acids at these positions are: LIGPRPLVNG. (5) Given the antigen sequence: AGVLWDVPSPPPMGKAELEDGAYRIKQKGILGYSQIGAGVYKEGTFHTMWHVTRGAVLMHKGKRIEPSWADVKKDLISYGGGWKLEGEWKEGEEVQVLALEPGKNPRAVQTKPGLFKTNAGTIGAVSLDFSPGTSGSPIIDKKGKVVGLYGNGVVTRSGAYVSAIAQTEKSIEDNPEIEDDIFRKRRLTIMDLHPGAGKTKRYLPAIVREAIKRGLRTLILAPTRVVAAEMEEALRGLPIRYQTPAIRAEHTGREIVDLMCHATFTMRLLSPVRVPNYNLIIMDEAHFTDPASIAARGYISTRVEMGEAAGIFMTATPPGSRDPFPQSNAPIIDEEREIPERSWNSGHEWVTDFKGKTVWFVPSIKAGNDIAACLRKNGKKVIQLSRKTFDSEYVKTRTNDWDFVVTTDISEMGANFKAERVIDPRRCMKPVILTDGEERVILAGPMPVTHSSAAQRRGRIGRNPKNENDQYIYMGEPLENDEDCAHWKEAKMLLDNINT..., which amino acid positions are active epitope sites? The epitope positions are: [525, 526, 527, 528, 529, 530]. The amino acids at these positions are: RGEARK.